This data is from Full USPTO retrosynthesis dataset with 1.9M reactions from patents (1976-2016). The task is: Predict the reactants needed to synthesize the given product. (1) Given the product [NH2:25][C:24]1[C:12]2[C:13](=[N:14][C:9]([C:3]3[CH:4]=[CH:5][C:6]([Cl:8])=[CH:7][C:2]=3[Cl:1])=[C:10]([C:26]3[CH:31]=[CH:30][C:29]([Cl:32])=[CH:28][CH:27]=3)[CH:11]=2)[N:15]([CH3:23])[C:16](=[O:17])[C:18]=1[C:19]([O:21][CH3:22])=[O:20], predict the reactants needed to synthesize it. The reactants are: [Cl:1][C:2]1[CH:7]=[C:6]([Cl:8])[CH:5]=[CH:4][C:3]=1[C:9]1[N:14]=[C:13]([N:15]([CH3:23])[C:16]([CH2:18][C:19]([O:21][CH3:22])=[O:20])=[O:17])[C:12]([C:24]#[N:25])=[CH:11][C:10]=1[C:26]1[CH:31]=[CH:30][C:29]([Cl:32])=[CH:28][CH:27]=1.N. (2) Given the product [CH3:1][O:2][C:3]([C:5]1[N:6]([CH3:17])[C:7]2[C:15]([CH:16]=1)=[CH:14][CH:13]=[C:12]1[C:8]=2[CH:9]=[N:10][NH:11]1)=[O:4], predict the reactants needed to synthesize it. The reactants are: [CH3:1][O:2][C:3]([C:5]1[N:6]([CH3:17])[C:7]2[C:8]3[CH:9]=[N:10][NH:11][C:12]=3[CH2:13][CH2:14][C:15]=2[CH:16]=1)=[O:4].C(C1C(=O)C(Cl)=C(Cl)C(=O)C=1C#N)#N. (3) Given the product [NH2:30][C:25]1[CH:26]=[CH:27][CH:28]=[CH:29][C:24]=1[NH:31][C:19](=[O:21])[C:18]1[CH:17]=[CH:16][C:15]([CH2:14][NH:13][C:9]2[N:8]=[C:7]([C:2]3[CH:3]=[N:4][CH:5]=[CH:6][N:1]=3)[CH:12]=[CH:11][N:10]=2)=[CH:23][CH:22]=1, predict the reactants needed to synthesize it. The reactants are: [N:1]1[CH:6]=[CH:5][N:4]=[CH:3][C:2]=1[C:7]1[CH:12]=[CH:11][N:10]=[C:9]([NH:13][CH2:14][C:15]2[CH:23]=[CH:22][C:18]([C:19]([OH:21])=O)=[CH:17][CH:16]=2)[N:8]=1.[C:24]1([NH2:31])[CH:29]=[CH:28][CH:27]=[CH:26][C:25]=1[NH2:30].CCN(CC)CC.C1C=CC2N(O)N=NC=2C=1.O.CCN=C=NCCCN(C)C.Cl.Cl. (4) Given the product [C:25]([O:28][C:29]([NH:16][NH:15][C:2]([CH3:1])([CH2:3][C:4]1[CH:5]=[CH:6][C:7]([OH:11])=[C:8]([OH:10])[CH:9]=1)[C:12]([OH:14])=[O:13])=[O:30])([CH3:27])([CH3:26])[CH3:24], predict the reactants needed to synthesize it. The reactants are: [CH3:1][C@@:2]([NH:15][NH2:16])([C:12]([OH:14])=[O:13])[CH2:3][C:4]1[CH:5]=[CH:6][C:7]([OH:11])=[C:8]([OH:10])[CH:9]=1.C(N(CC)CC)C.[CH3:24][C:25]([O:28][C:29](O[C:29]([O:28][C:25]([CH3:27])([CH3:26])[CH3:24])=[O:30])=[O:30])([CH3:27])[CH3:26].